This data is from Catalyst prediction with 721,799 reactions and 888 catalyst types from USPTO. The task is: Predict which catalyst facilitates the given reaction. (1) Reactant: [CH:1]([O-])=[O:2].[Na+].[NH2:5][C:6]1[CH:26]=[C:25]([Cl:27])[C:9]2[O:10][C:11]3[C:20]([CH3:21])=[CH:19][C:18]([C:22]([OH:24])=[O:23])=[CH:17][C:12]=3[S:13](=[O:16])(=[O:15])[CH2:14][C:8]=2[CH:7]=1.O. Product: [Cl:27][C:25]1[C:9]2[O:10][C:11]3[C:20]([CH3:21])=[CH:19][C:18]([C:22]([OH:24])=[O:23])=[CH:17][C:12]=3[S:13](=[O:15])(=[O:16])[CH2:14][C:8]=2[CH:7]=[C:6]([NH:5][CH:1]=[O:2])[CH:26]=1. The catalyst class is: 106. (2) Reactant: [Cl:1][C:2]1[N:10]=[C:9]2[C:5]([N:6]=[C:7]([CH2:12][CH:13]=O)[N:8]2[CH3:11])=[C:4]([N:15]2[CH2:20][CH2:19][O:18][CH2:17][CH2:16]2)[N:3]=1.[NH:21]1[CH2:24][CH:23]([C:25]([OH:28])([CH3:27])[CH3:26])[CH2:22]1.C(OC)(OC)OC.C(O)(=O)C.C(O[BH-](OC(=O)C)OC(=O)C)(=O)C.[Na+]. Product: [Cl:1][C:2]1[N:10]=[C:9]2[C:5]([N:6]=[C:7]([CH2:12][CH2:13][N:21]3[CH2:24][CH:23]([C:25]([OH:28])([CH3:27])[CH3:26])[CH2:22]3)[N:8]2[CH3:11])=[C:4]([N:15]2[CH2:20][CH2:19][O:18][CH2:17][CH2:16]2)[N:3]=1. The catalyst class is: 26. (3) Reactant: [Cl:1][C:2]1[C:19]([C:20]([F:23])([F:22])[F:21])=[CH:18][CH:17]=[CH:16][C:3]=1[C:4]([NH:6][C@@H:7]([C:10]1[CH:15]=[CH:14][CH:13]=[CH:12][CH:11]=1)[CH:8]=O)=[O:5].[CH:24]([NH2:27])([CH3:26])[CH3:25].C(O[BH-](OC(=O)C)OC(=O)C)(=O)C.[Na+].C(O)(=O)C.C(=O)([O-])O.[Na+]. Product: [Cl:1][C:2]1[C:19]([C:20]([F:23])([F:22])[F:21])=[CH:18][CH:17]=[CH:16][C:3]=1[C:4]([NH:6][C@@H:7]([C:10]1[CH:15]=[CH:14][CH:13]=[CH:12][CH:11]=1)[CH2:8][NH:27][CH:24]([CH3:26])[CH3:25])=[O:5]. The catalyst class is: 4. (4) Reactant: [N:1]1([CH2:8][C@H:9]2[N:13]([C:14]3[CH:19]=[CH:18][C:17]([O:20][CH2:21][CH2:22][CH2:23][N:24]4[CH2:28][CH2:27][CH2:26][CH:25]4[CH3:29])=[CH:16][CH:15]=3)[C:12](=O)[CH2:11][CH2:10]2)[CH2:7][CH2:6][CH2:5][CH2:4][CH2:3][CH2:2]1.COC1C=CC(P2(=S)SP(=S)(C3C=CC(OC)=CC=3)[S:40]2)=CC=1.C1(C)C=CC=CC=1.O. Product: [N:1]1([CH2:8][C@H:9]2[N:13]([C:14]3[CH:19]=[CH:18][C:17]([O:20][CH2:21][CH2:22][CH2:23][N:24]4[CH2:28][CH2:27][CH2:26][CH:25]4[CH3:29])=[CH:16][CH:15]=3)[C:12](=[S:40])[CH2:11][CH2:10]2)[CH2:7][CH2:6][CH2:5][CH2:4][CH2:3][CH2:2]1. The catalyst class is: 22. (5) Reactant: [C:1]([NH2:5])([CH3:4])([CH3:3])[CH3:2].[Cl:6][C:7]1[CH:15]=[C:14]([F:16])[C:13]([S:17](Cl)(=[O:19])=[O:18])=[CH:12][C:8]=1[C:9]([OH:11])=[O:10]. Product: [Cl:6][C:7]1[CH:15]=[C:14]([F:16])[C:13]([S:17]([NH:5][C:1]([CH3:4])([CH3:3])[CH3:2])(=[O:19])=[O:18])=[CH:12][C:8]=1[C:9]([OH:11])=[O:10]. The catalyst class is: 12. (6) Reactant: [NH2:1][CH2:2][CH:3]([OH:5])[CH3:4].[CH3:6][C:7]([O:10][C:11](O[C:11]([O:10][C:7]([CH3:9])([CH3:8])[CH3:6])=[O:12])=[O:12])([CH3:9])[CH3:8]. Product: [OH:5][CH:3]([CH3:4])[CH2:2][NH:1][C:11](=[O:12])[O:10][C:7]([CH3:9])([CH3:8])[CH3:6]. The catalyst class is: 24. (7) The catalyst class is: 41. Reactant: [CH2:1]([N:8]1[CH2:14][CH2:13][CH2:12][N:11]([C:15]([C:17]([C:32](=O)[CH3:33])=[CH:18][C:19]2[CH:20]=[C:21]([CH:29]=[CH:30][CH:31]=2)[C:22]([O:24]CCC#N)=[O:23])=[O:16])[CH2:10][CH2:9]1)[C:2]1[CH:7]=[CH:6][CH:5]=[CH:4][CH:3]=1.[NH2:35]/[C:36](/[CH3:56])=[CH:37]\[C:38]([O:40][CH2:41][CH2:42][CH:43]([C:50]1[CH:55]=[CH:54][CH:53]=[CH:52][CH:51]=1)[C:44]1[CH:49]=[CH:48][CH:47]=[CH:46][CH:45]=1)=[O:39]. Product: [CH2:1]([N:8]1[CH2:14][CH2:13][CH2:12][N:11]([C:15]([C:17]2[CH:18]([C:19]3[CH:31]=[CH:30][CH:29]=[C:21]([C:22]([OH:24])=[O:23])[CH:20]=3)[C:37]([C:38]([O:40][CH2:41][CH2:42][CH:43]([C:50]3[CH:55]=[CH:54][CH:53]=[CH:52][CH:51]=3)[C:44]3[CH:49]=[CH:48][CH:47]=[CH:46][CH:45]=3)=[O:39])=[C:36]([CH3:56])[NH:35][C:32]=2[CH3:33])=[O:16])[CH2:10][CH2:9]1)[C:2]1[CH:7]=[CH:6][CH:5]=[CH:4][CH:3]=1.